This data is from Forward reaction prediction with 1.9M reactions from USPTO patents (1976-2016). The task is: Predict the product of the given reaction. Given the reactants [C:1]([N:5]=[C:6]=[O:7])([CH3:4])([CH3:3])[CH3:2].[NH2:8][C@@H:9]1[CH2:13][CH2:12][C@@H:11]([C:14]([N:16]2[CH2:23][CH2:22][C@:21]3([CH3:27])[C:24]([CH3:26])([CH3:25])[C@H:17]2[CH2:18][C:19]2[C:31]([OH:32])=[CH:30][CH:29]=[CH:28][C:20]=23)=[O:15])[CH2:10]1.C(N(C(C)C)C(C)C)C, predict the reaction product. The product is: [C:1]([NH:5][C:6]([NH:8][C@@H:9]1[CH2:13][CH2:12][C@@H:11]([C:14]([N:16]2[CH2:23][CH2:22][C@:21]3([CH3:27])[C:24]([CH3:25])([CH3:26])[C@H:17]2[CH2:18][C:19]2[C:31]([OH:32])=[CH:30][CH:29]=[CH:28][C:20]=23)=[O:15])[CH2:10]1)=[O:7])([CH3:4])([CH3:3])[CH3:2].